Predict which catalyst facilitates the given reaction. From a dataset of Catalyst prediction with 721,799 reactions and 888 catalyst types from USPTO. (1) Reactant: [NH2:1][C:2]1[CH:3]=[C:4]([C:8]2[C:9]([CH:29]3[CH2:31][CH2:30]3)=[N:10][C:11]([N:16]3[CH2:21][CH2:20][N:19]([C:22](=[O:27])[CH2:23][CH2:24][O:25][CH3:26])[C@H:18]([CH3:28])[CH2:17]3)=[C:12]([CH:15]=2)[C:13]#[N:14])[CH:5]=[CH:6][CH:7]=1.Cl[CH2:33][CH2:34][S:35](Cl)(=[O:37])=[O:36]. Product: [C:13]([C:12]1[CH:15]=[C:8]([C:4]2[CH:3]=[C:2]([NH:1][S:35]([CH:34]=[CH2:33])(=[O:37])=[O:36])[CH:7]=[CH:6][CH:5]=2)[C:9]([CH:29]2[CH2:31][CH2:30]2)=[N:10][C:11]=1[N:16]1[CH2:21][CH2:20][N:19]([C:22](=[O:27])[CH2:23][CH2:24][O:25][CH3:26])[C@H:18]([CH3:28])[CH2:17]1)#[N:14]. The catalyst class is: 2. (2) Reactant: [NH2:1][C:2]1[N:7]=[C:6]([N:8]2[CH2:32][CH2:31][C:11]3([CH2:15][N:14]([C:16]([O:18][CH2:19][C:20]4[CH:25]=[CH:24][CH:23]=[CH:22][CH:21]=4)=[O:17])[C@H:13]([C:26]([O:28][CH2:29][CH3:30])=[O:27])[CH2:12]3)[CH2:10][CH2:9]2)[CH:5]=[C:4]([O:33][C@H:34]([C:39]2[CH:44]=[CH:43][C:42](Cl)=[CH:41][C:40]=2[C:46]2[CH:51]=[CH:50][CH:49]=[C:48]([S:52]([CH3:55])(=[O:54])=[O:53])[CH:47]=2)[C:35]([F:38])([F:37])[F:36])[N:3]=1.[CH3:56][C:57]1[CH:58]=[C:59](B(O)O)[CH:60]=[CH:61][C:62]=1[CH3:63]. Product: [NH2:1][C:2]1[N:7]=[C:6]([N:8]2[CH2:32][CH2:31][C:11]3([CH2:15][N:14]([C:16]([O:18][CH2:19][C:20]4[CH:25]=[CH:24][CH:23]=[CH:22][CH:21]=4)=[O:17])[C@H:13]([C:26]([O:28][CH2:29][CH3:30])=[O:27])[CH2:12]3)[CH2:10][CH2:9]2)[CH:5]=[C:4]([O:33][C@H:34]([C:39]2[CH:44]=[CH:43][C:42]([C:59]3[CH:60]=[CH:61][C:62]([CH3:63])=[C:57]([CH3:56])[CH:58]=3)=[CH:41][C:40]=2[C:46]2[CH:51]=[CH:50][CH:49]=[C:48]([S:52]([CH3:55])(=[O:54])=[O:53])[CH:47]=2)[C:35]([F:38])([F:37])[F:36])[N:3]=1. The catalyst class is: 12.